From a dataset of Forward reaction prediction with 1.9M reactions from USPTO patents (1976-2016). Predict the product of the given reaction. The product is: [CH2:41]([N:43]([CH2:44][CH3:45])[C:27]([C:28]1[NH:10][C:9]2=[N:8][C:7]([N:11]3[CH2:16][CH2:15][CH2:14][C@@H:13]([C:17]([N:19]4[CH2:23][CH2:22][CH2:21][CH2:20]4)=[O:18])[CH2:12]3)=[CH:6][CH:5]=[C:4]2[N:3]=1)=[O:32])[CH3:42]. Given the reactants Cl.Cl.[NH2:3][C:4]1[CH:5]=[CH:6][C:7]([N:11]2[CH2:16][CH2:15][CH2:14][C@@H:13]([C:17]([N:19]3[CH2:23][CH2:22][CH2:21][CH2:20]3)=[O:18])[CH2:12]2)=[N:8][C:9]=1[NH2:10].C(O)=O.[CH2:27]([OH:32])[C:28](F)(F)F.ClC(Cl)(Cl)C(=N)OC.[CH2:41]([NH:43][CH2:44][CH3:45])[CH3:42], predict the reaction product.